From a dataset of Reaction yield outcomes from USPTO patents with 853,638 reactions. Predict the reaction yield, written as a fraction of the theoretical maximum amount of product (1.0 means a 100% yield; for example, 0.34 means a 34% yield). (1) The reactants are [CH3:1][O:2][C:3]1[CH:9]=[CH:8][C:7]([N+:10]([O-:12])=[O:11])=[CH:6][C:4]=1[NH2:5].C(N(CC)CC)C.[C:20](Cl)(=[O:23])[CH2:21][CH3:22]. The catalyst is ClCCl. The product is [CH3:1][O:2][C:3]1[CH:9]=[CH:8][C:7]([N+:10]([O-:12])=[O:11])=[CH:6][C:4]=1[NH:5][C:20](=[O:23])[CH2:21][CH3:22]. The yield is 0.980. (2) The reactants are [NH2:1][C:2]1[CH:12]=[C:11]([O:13][CH2:14][CH2:15][O:16][CH3:17])[C:10]([O:18][CH2:19][CH2:20][O:21][CH3:22])=[CH:9][C:3]=1[C:4](OCC)=[O:5].Cl.[CH:24](N)=[NH:25]. The catalyst is C(N)=O. The product is [CH3:22][O:21][CH2:20][CH2:19][O:18][C:10]1[CH:9]=[C:3]2[C:2](=[CH:12][C:11]=1[O:13][CH2:14][CH2:15][O:16][CH3:17])[N:1]=[CH:24][NH:25][C:4]2=[O:5]. The yield is 0.560.